From a dataset of Full USPTO retrosynthesis dataset with 1.9M reactions from patents (1976-2016). Predict the reactants needed to synthesize the given product. Given the product [O:19]=[C:18]1[N:9]2[CH2:10][CH2:11][C:12]3[C:17]([C:8]2=[CH:7][CH:6]=[C:5]1[C:3]([OH:4])=[O:2])=[CH:16][CH:15]=[CH:14][CH:13]=3, predict the reactants needed to synthesize it. The reactants are: C[O:2][C:3]([C:5]1[C:18](=[O:19])[N:9]2[CH2:10][CH2:11][C:12]3[C:17]([C:8]2=[CH:7][CH:6]=1)=[CH:16][CH:15]=[CH:14][CH:13]=3)=[O:4].[OH-].[Na+].